This data is from Reaction yield outcomes from USPTO patents with 853,638 reactions. The task is: Predict the reaction yield, written as a fraction of the theoretical maximum amount of product (1.0 means a 100% yield; for example, 0.34 means a 34% yield). (1) The reactants are [Cl:1][C:2]1[CH:9]=[C:8]([Cl:10])[CH:7]=[CH:6][C:3]=1[CH2:4][NH2:5].[Cl:11][CH2:12][C:13](Cl)=[O:14].C(N(CC)CC)C.C1C=C2C(C(O)(O)C(=O)C2=CC=1)=O. The catalyst is C1COCC1. The product is [Cl:1][C:2]1[CH:9]=[C:8]([Cl:10])[CH:7]=[CH:6][C:3]=1[CH2:4][NH:5][C:13](=[O:14])[CH2:12][Cl:11]. The yield is 0.880. (2) The reactants are [Cl:1][C:2]1[CH:3]=[CH:4][C:5]([O:15][CH2:16][CH:17]([CH3:19])[CH3:18])=[C:6]([C:8](=O)[CH2:9][CH2:10][C:11](=O)[CH3:12])[CH:7]=1.[CH2:20]([O:22][C:23](=[O:32])[C:24]1[C:29]([CH3:30])=[CH:28][CH:27]=[C:26]([NH2:31])[CH:25]=1)[CH3:21].CC1C=CC(S(O)(=O)=O)=CC=1.Cl. The catalyst is C(#N)C.C(Cl)Cl. The product is [CH2:20]([O:22][C:23](=[O:32])[C:24]1[C:29]([CH3:30])=[CH:28][CH:27]=[C:26]([N:31]2[C:11]([CH3:12])=[CH:10][CH:9]=[C:8]2[C:6]2[CH:7]=[C:2]([Cl:1])[CH:3]=[CH:4][C:5]=2[O:15][CH2:16][CH:17]([CH3:19])[CH3:18])[CH:25]=1)[CH3:21]. The yield is 0.600. (3) The reactants are [Cl:1][C:2]1[C:7]([F:8])=[CH:6][C:5]([C:9]2([CH2:24][OH:25])[C:17]3[C:12](=[CH:13][CH:14]=[CH:15][CH:16]=3)[N:11]([CH2:18][CH2:19][CH2:20][CH2:21][CH3:22])[C:10]2=[O:23])=[C:4](O)[CH:3]=1.C1(CCN2C3C(=CC=CC=3)C(C3C(O)=CC4OCOC=4C=3)(CO)C2=O)CC1. The product is [Cl:1][C:2]1[C:7]([F:8])=[CH:6][C:5]2[C:9]3([CH2:24][O:25][C:4]=2[CH:3]=1)[C:17]1[C:12](=[CH:13][CH:14]=[CH:15][CH:16]=1)[N:11]([CH2:18][CH2:19][CH2:20][CH2:21][CH3:22])[C:10]3=[O:23]. The yield is 0.440. No catalyst specified.